From a dataset of Forward reaction prediction with 1.9M reactions from USPTO patents (1976-2016). Predict the product of the given reaction. (1) The product is: [CH3:15][C:16]1[CH:17]=[C:18]([CH2:2][C:3]2[CH:4]=[CH:5][C:6]([C:9]3[CH:14]=[CH:13][CH:12]=[CH:11][CH:10]=3)=[N:7][CH:8]=2)[CH:19]=[N:20][CH:21]=1. Given the reactants Br[CH2:2][C:3]1[CH:4]=[CH:5][C:6]([C:9]2[CH:14]=[CH:13][CH:12]=[CH:11][CH:10]=2)=[N:7][CH:8]=1.[CH3:15][C:16]1[CH:17]=[C:18](B(O)O)[CH:19]=[N:20][CH:21]=1, predict the reaction product. (2) Given the reactants [OH-].[Na+].[Cl:3][C:4]1[CH:29]=[C:28]([C:30]([NH:32][CH2:33][C:34]2[CH:39]=[CH:38][CH:37]=[C:36]([OH:40])[CH:35]=2)=[O:31])[CH:27]=[C:26]([Cl:41])[C:5]=1[C:6]([NH:8][C@H:9]([C:22]([O:24]C)=[O:23])[CH2:10][NH:11][C:12](=[O:21])[C:13]1[CH:18]=[C:17]([F:19])[CH:16]=[C:15]([F:20])[CH:14]=1)=[O:7], predict the reaction product. The product is: [Cl:3][C:4]1[CH:29]=[C:28]([C:30]([NH:32][CH2:33][C:34]2[CH:39]=[CH:38][CH:37]=[C:36]([OH:40])[CH:35]=2)=[O:31])[CH:27]=[C:26]([Cl:41])[C:5]=1[C:6]([NH:8][C@H:9]([C:22]([OH:24])=[O:23])[CH2:10][NH:11][C:12](=[O:21])[C:13]1[CH:14]=[C:15]([F:20])[CH:16]=[C:17]([F:19])[CH:18]=1)=[O:7].